From a dataset of Full USPTO retrosynthesis dataset with 1.9M reactions from patents (1976-2016). Predict the reactants needed to synthesize the given product. Given the product [C:1]([C:5]1[CH:10]=[CH:9][C:8]([C:11]2[N:12]([C:32]([N:44]3[CH2:45][CH2:46][N:41]([C:38](=[O:40])[CH3:39])[CH2:42][CH2:43]3)=[O:33])[C@@:13]([C:25]3[CH:30]=[CH:29][C:28]([Cl:31])=[CH:27][CH:26]=3)([CH3:24])[C@@:14]([C:17]3[CH:22]=[CH:21][C:20]([Cl:23])=[CH:19][CH:18]=3)([CH3:16])[N:15]=2)=[C:7]([O:35][CH2:36][CH3:37])[CH:6]=1)([CH3:2])([CH3:4])[CH3:3], predict the reactants needed to synthesize it. The reactants are: [C:1]([C:5]1[CH:10]=[CH:9][C:8]([C:11]2[N:12]([C:32](Cl)=[O:33])[C@@:13]([C:25]3[CH:30]=[CH:29][C:28]([Cl:31])=[CH:27][CH:26]=3)([CH3:24])[C@@:14]([C:17]3[CH:22]=[CH:21][C:20]([Cl:23])=[CH:19][CH:18]=3)([CH3:16])[N:15]=2)=[C:7]([O:35][CH2:36][CH3:37])[CH:6]=1)([CH3:4])([CH3:3])[CH3:2].[C:38]([N:41]1[CH2:46][CH2:45][NH:44][CH2:43][CH2:42]1)(=[O:40])[CH3:39].